From a dataset of Full USPTO retrosynthesis dataset with 1.9M reactions from patents (1976-2016). Predict the reactants needed to synthesize the given product. (1) Given the product [CH2:1]([O:3][C:4]([C:6]1[CH:7]([C:25]2[CH:30]=[CH:29][CH:28]=[CH:27][CH:26]=2)[C:8]2[C:13]([Cl:38])=[N:12][C:11](=[O:15])[N:10]([C:16]3[CH:21]=[CH:20][CH:19]=[CH:18][CH:17]=3)[C:9]=2[NH:22][C:23]=1[CH3:24])=[O:5])[CH3:2], predict the reactants needed to synthesize it. The reactants are: [CH2:1]([O:3][C:4]([C:6]1[CH:7]([C:25]2[CH:30]=[CH:29][CH:28]=[CH:27][CH:26]=2)[C:8]2[C:13](=O)[NH:12][C:11](=[O:15])[N:10]([C:16]3[CH:21]=[CH:20][CH:19]=[CH:18][CH:17]=3)[C:9]=2[NH:22][C:23]=1[CH3:24])=[O:5])[CH3:2].CN(C)C=O.O=P(Cl)(Cl)[Cl:38].C([O-])(=O)C.[K+]. (2) Given the product [F:33][C:31]1[CH:30]=[C:29]([F:34])[CH:28]=[C:27]2[C:32]=1[C:23]([NH:15][C:14]1[C:9]([C:6]3[CH:7]=[N:8][C:3]([O:2][CH3:1])=[CH:4][CH:5]=3)=[N:10][CH:11]=[C:12]([N:16]3[CH2:21][CH2:20][O:19][CH2:18][CH2:17]3)[CH:13]=1)=[C:24]([CH3:42])[C:25]([C:35]1[CH:40]=[C:39]([CH3:41])[CH:38]=[CH:37][N:36]=1)=[N:26]2, predict the reactants needed to synthesize it. The reactants are: [CH3:1][O:2][C:3]1[N:8]=[CH:7][C:6]([C:9]2[C:14]([NH2:15])=[CH:13][C:12]([N:16]3[CH2:21][CH2:20][O:19][CH2:18][CH2:17]3)=[CH:11][N:10]=2)=[CH:5][CH:4]=1.Cl[C:23]1[C:32]2[C:27](=[CH:28][C:29]([F:34])=[CH:30][C:31]=2[F:33])[N:26]=[C:25]([C:35]2[CH:40]=[C:39]([CH3:41])[CH:38]=[CH:37][N:36]=2)[C:24]=1[CH3:42].C1(P(C2CCCCC2)C2(C(C)C)CC(C(C)C)=CC(C(C)C)=C2C2C=CC=CC=2)CCCCC1.CC(C1C=C(C(C)C)C(C2C=CC=CC=2P(C2CCCCC2)C2CCCCC2)=C(C(C)C)C=1)C.CC(C)([O-])C.[Na+]. (3) Given the product [Br:1][C:2]1[CH:7]=[C:6]([CH:5]=[CH:4][N:3]=1)[C:8]([N:29]([O:28][CH3:24])[CH3:30])=[O:10], predict the reactants needed to synthesize it. The reactants are: [Br:1][C:2]1[CH:7]=[C:6]([C:8]([OH:10])=O)[CH:5]=[CH:4][N:3]=1.C1C=CC2N(O)N=NC=2C=1.CN([C:24]([O:28][N:29]1N=NC2C=CC=C[C:30]1=2)=[N+](C)C)C.F[P-](F)(F)(F)(F)F.Cl.CNOC.C(N(C(C)C)CC)(C)C. (4) Given the product [F:34][C:3]([F:2])([F:33])[C:4]1[CH:5]=[C:6]([C@H:14]([O:16][C@H:17]2[CH2:25][CH2:24][C@@H:23]3[C@@H:19]([CH2:20][N:21]([C:35]4[CH2:39][CH2:38][C:37](=[O:40])[CH:36]=4)[CH2:22]3)[C@@H:18]2[C:26]2[CH:27]=[CH:28][C:29]([F:32])=[CH:30][CH:31]=2)[CH3:15])[CH:7]=[C:8]([C:10]([F:13])([F:11])[F:12])[CH:9]=1, predict the reactants needed to synthesize it. The reactants are: Cl.[F:2][C:3]([F:34])([F:33])[C:4]1[CH:5]=[C:6]([C@H:14]([O:16][C@H:17]2[CH2:25][CH2:24][C@@H:23]3[C@@H:19]([CH2:20][NH:21][CH2:22]3)[C@@H:18]2[C:26]2[CH:31]=[CH:30][C:29]([F:32])=[CH:28][CH:27]=2)[CH3:15])[CH:7]=[C:8]([C:10]([F:13])([F:12])[F:11])[CH:9]=1.[C:35]1(=O)[CH2:39][CH2:38][C:37](=[O:40])[CH2:36]1.CC1C=CC(S(O)(=O)=O)=CC=1. (5) Given the product [CH:40]1([C:38]([NH:37][C:35]2[N:36]=[C:31]3[CH:30]=[CH:29][C:28]([O:27][C:26]4[CH:25]=[C:24]([NH:23][C:8]([C:6]5[N:5]([CH3:11])[N:4]=[C:3]([O:2][CH3:1])[CH:7]=5)=[O:10])[CH:45]=[CH:44][CH:43]=4)=[CH:33][N:32]3[N:34]=2)=[O:39])[CH2:41][CH2:42]1, predict the reactants needed to synthesize it. The reactants are: [CH3:1][O:2][C:3]1[CH:7]=[C:6]([C:8]([OH:10])=O)[N:5]([CH3:11])[N:4]=1.O1CCCC1.C(Cl)(=O)C(Cl)=O.[NH2:23][C:24]1[CH:25]=[C:26]([CH:43]=[CH:44][CH:45]=1)[O:27][C:28]1[CH:29]=[CH:30][C:31]2[N:32]([N:34]=[C:35]([NH:37][C:38]([CH:40]3[CH2:42][CH2:41]3)=[O:39])[N:36]=2)[CH:33]=1. (6) The reactants are: [F:1][C:2]1[CH:7]=[C:6]([C:8]2[CH:16]=[C:15]3[C:11]([C:12]([C:17]4[NH:18][C:19]5[CH2:24][CH2:23][NH:22][CH2:21][C:20]=5[N:25]=4)=[N:13][NH:14]3)=[CH:10][CH:9]=2)[C:5]([CH2:26][C:27]([F:30])([F:29])[F:28])=[CH:4][C:3]=1[OH:31].[N:32]1[C:41]2[C:36](=[CH:37][C:38]([CH:42]=O)=[CH:39][CH:40]=2)[CH:35]=[CH:34][CH:33]=1. Given the product [F:1][C:2]1[CH:7]=[C:6]([C:8]2[CH:16]=[C:15]3[C:11]([C:12]([C:17]4[NH:18][C:19]5[CH2:24][CH2:23][N:22]([CH2:42][C:38]6[CH:37]=[C:36]7[C:41](=[CH:40][CH:39]=6)[N:32]=[CH:33][CH:34]=[CH:35]7)[CH2:21][C:20]=5[N:25]=4)=[N:13][NH:14]3)=[CH:10][CH:9]=2)[C:5]([CH2:26][C:27]([F:28])([F:29])[F:30])=[CH:4][C:3]=1[OH:31], predict the reactants needed to synthesize it. (7) Given the product [CH3:15][O:16][C:17]1[CH:22]=[CH:21][CH:20]=[CH:19][C:18]=1[NH:23][S:2]([C:5]1[CH:6]=[C:7]2[C:11](=[CH:12][CH:13]=1)[NH:10][C:9](=[O:14])[CH2:8]2)(=[O:4])=[O:3], predict the reactants needed to synthesize it. The reactants are: Cl[S:2]([C:5]1[CH:6]=[C:7]2[C:11](=[CH:12][CH:13]=1)[NH:10][C:9](=[O:14])[CH2:8]2)(=[O:4])=[O:3].[CH3:15][O:16][C:17]1[C:18]([NH2:23])=[CH:19][CH:20]=[CH:21][CH:22]=1.N1C=CC=CC=1.